From a dataset of Forward reaction prediction with 1.9M reactions from USPTO patents (1976-2016). Predict the product of the given reaction. (1) Given the reactants [CH3:1][C:2]1[CH:3]=[C:4]([C:12]2[N:13]=[C:14]([CH2:17][CH2:18][C:19]([O:21]C)=[O:20])[O:15][CH:16]=2)[CH:5]=[C:6]([C:8]([F:11])([F:10])[F:9])[CH:7]=1.[OH-].[Na+], predict the reaction product. The product is: [CH3:1][C:2]1[CH:3]=[C:4]([C:12]2[N:13]=[C:14]([CH2:17][CH2:18][C:19]([OH:21])=[O:20])[O:15][CH:16]=2)[CH:5]=[C:6]([C:8]([F:10])([F:11])[F:9])[CH:7]=1. (2) Given the reactants [NH2:1][C:2]1[CH:3]=[N:4][CH:5]=[CH:6][C:7]=1[C:8]1[O:13][C@H:12]([CH2:14]O)[C@@H:11]([O:16][Si:17]([CH:24]([CH3:26])[CH3:25])([CH:21]([CH3:23])[CH3:22])[CH:18]([CH3:20])[CH3:19])[C@H:10]([O:27][Si:28]([CH:35]([CH3:37])[CH3:36])([CH:32]([CH3:34])[CH3:33])[CH:29]([CH3:31])[CH3:30])[CH:9]=1.C1(P(C2C=CC=CC=2)C2C=CC=CC=2)C=CC=CC=1.C(Cl)(Cl)(Cl)[Cl:58], predict the reaction product. The product is: [Cl:58][CH2:14][C@@H:12]1[C@@H:11]([O:16][Si:17]([CH:24]([CH3:26])[CH3:25])([CH:21]([CH3:23])[CH3:22])[CH:18]([CH3:20])[CH3:19])[C@H:10]([O:27][Si:28]([CH:35]([CH3:37])[CH3:36])([CH:32]([CH3:34])[CH3:33])[CH:29]([CH3:31])[CH3:30])[CH:9]=[C:8]([C:7]2[CH:6]=[CH:5][N:4]=[CH:3][C:2]=2[NH2:1])[O:13]1. (3) Given the reactants P([O-])([O-])([O-])=O.[K+].[K+].[K+].Cl[C:10]1[CH:11]=[CH:12][C:13]2[N:19]3[CH2:20][C@H:16]([CH2:17][CH2:18]3)[N:15]([C:21]([NH:23][C:24]3[CH:29]=[N:28][CH:27]=[CH:26][N:25]=3)=[O:22])[C:14]=2[N:30]=1.[CH3:31][C:32]1[CH:37]=[C:36](B2OC(C)(C)C(C)(C)O2)[C:35]([CH3:47])=[CH:34][N:33]=1.CC(C1C=C(C(C)C)C(C2C=CC=CC=2P(C2CCCCC2)C2CCCCC2)=C(C(C)C)C=1)C, predict the reaction product. The product is: [CH3:31][C:32]1[CH:37]=[C:36]([C:10]2[CH:11]=[CH:12][C:13]3[N:19]4[CH2:20][C@H:16]([CH2:17][CH2:18]4)[N:15]([C:21]([NH:23][C:24]4[CH:29]=[N:28][CH:27]=[CH:26][N:25]=4)=[O:22])[C:14]=3[N:30]=2)[C:35]([CH3:47])=[CH:34][N:33]=1.